Dataset: HIV replication inhibition screening data with 41,000+ compounds from the AIDS Antiviral Screen. Task: Binary Classification. Given a drug SMILES string, predict its activity (active/inactive) in a high-throughput screening assay against a specified biological target. (1) The molecule is CC(C=CC1OC(=O)C=CC1C)=CC(C)CC=CC(C)=CC(C)C(=O)C(C)C(O)C(C)CC(C)=CC(=O)O. The result is 0 (inactive). (2) The compound is Cc1cccc2c(=O)c([Se]c3coc4c(C)cccc4c3=O)coc12. The result is 0 (inactive). (3) The compound is CCOC(=O)c1c(C(=O)OC)nc2n1-c1ccccc1OC2. The result is 0 (inactive). (4) The compound is CCOC(=O)NC(C(F)(F)F)(C(F)(F)F)P(=O)(OCC)OCC. The result is 0 (inactive).